This data is from Reaction yield outcomes from USPTO patents with 853,638 reactions. The task is: Predict the reaction yield, written as a fraction of the theoretical maximum amount of product (1.0 means a 100% yield; for example, 0.34 means a 34% yield). (1) The reactants are [NH2:1][C:2]1[CH:6]=CNN=1.CO[C:9]([C:11]1[S:12][C:13]([C:16]([CH3:19])([CH3:18])[CH3:17])=[CH:14][CH:15]=1)=[O:10]. No catalyst specified. The product is [C:16]([C:13]1[S:12][C:11]([C:9](=[O:10])[CH2:6][C:2]#[N:1])=[CH:15][CH:14]=1)([CH3:19])([CH3:18])[CH3:17]. The yield is 0.860. (2) The reactants are Cl.[C:2]([OH:9])(=O)[CH2:3]/[CH:4]=[CH:5]/[CH2:6][CH3:7].[NH2:10][C@@H:11]([CH2:29][O:30][CH2:31][C:32]1[CH:37]=[CH:36][CH:35]=[CH:34][CH:33]=1)[C:12]([NH:14][C:15]1[CH:20]=[CH:19][C:18]([O:21][C:22]2[CH:27]=[CH:26][C:25]([F:28])=[CH:24][CH:23]=2)=[CH:17][CH:16]=1)=[O:13]. No catalyst specified. The product is [CH2:31]([O:30][CH2:29][C@H:11]([NH:10][C:2](=[O:9])[CH2:3]/[CH:4]=[CH:5]/[CH2:6][CH3:7])[C:12]([NH:14][C:15]1[CH:20]=[CH:19][C:18]([O:21][C:22]2[CH:27]=[CH:26][C:25]([F:28])=[CH:24][CH:23]=2)=[CH:17][CH:16]=1)=[O:13])[C:32]1[CH:37]=[CH:36][CH:35]=[CH:34][CH:33]=1. The yield is 0.525. (3) The reactants are [CH2:1]([O:3][C:4](=[O:19])[CH2:5][CH2:6][C:7]([C:10]1[CH:15]=[CH:14][C:13]([Cl:16])=[C:12]([O:17][CH3:18])[CH:11]=1)([CH3:9])[CH3:8])[CH3:2].C1(S(N2C(C3C=CC=CC=3)O2)(=O)=[O:27])C=CC=CC=1.[Cl-].[NH4+]. The catalyst is O1CCCC1.C1(C)C=CC=CC=1. The product is [CH2:1]([O:3][C:4](=[O:19])[CH:5]([OH:27])[CH2:6][C:7]([C:10]1[CH:15]=[CH:14][C:13]([Cl:16])=[C:12]([O:17][CH3:18])[CH:11]=1)([CH3:8])[CH3:9])[CH3:2]. The yield is 0.842. (4) The reactants are Br[CH:2](Br)[C:3]1[N:4]([C:28]2[CH:33]=[CH:32][C:31]([O:34][CH3:35])=[CH:30][CH:29]=2)[C:5](=[O:27])[C:6]([CH2:12][C:13]2[CH:18]=[CH:17][C:16]([C:19]3[C:20]([C:25]#[N:26])=[CH:21][CH:22]=[CH:23][CH:24]=3)=[CH:15][CH:14]=2)=[C:7]([CH2:9][CH2:10][CH3:11])[N:8]=1.[F-:37].C([N+](CCCC)(CCCC)CCCC)CCC. The catalyst is O1CCCC1. The product is [F:37][CH2:2][C:3]1[N:4]([C:28]2[CH:33]=[CH:32][C:31]([O:34][CH3:35])=[CH:30][CH:29]=2)[C:5](=[O:27])[C:6]([CH2:12][C:13]2[CH:18]=[CH:17][C:16]([C:19]3[C:20]([C:25]#[N:26])=[CH:21][CH:22]=[CH:23][CH:24]=3)=[CH:15][CH:14]=2)=[C:7]([CH2:9][CH2:10][CH3:11])[N:8]=1. The yield is 0.270. (5) The reactants are Br[C:2]1[N:6]2[CH:7]=[CH:8][CH:9]=[CH:10][C:5]2=[N:4][C:3]=1[C:11]([N:13]([O:15][CH3:16])[CH3:14])=[O:12].[F:17][C:18]1[CH:19]=[C:20](B(O)O)[CH:21]=[CH:22][CH:23]=1. No catalyst specified. The product is [F:17][C:18]1[CH:23]=[C:22]([C:2]2[N:6]3[CH:7]=[CH:8][CH:9]=[CH:10][C:5]3=[N:4][C:3]=2[C:11]([N:13]([O:15][CH3:16])[CH3:14])=[O:12])[CH:21]=[CH:20][CH:19]=1. The yield is 0.800. (6) The yield is 0.700. The product is [C:3]([O:7][C:8]([N:10]1[C@@H:15]([C@@H:16]([OH:30])[C@@H:17]([NH2:27])[CH2:18][C:19]2[CH:20]=[C:21]([F:26])[CH:22]=[C:23]([F:25])[CH:24]=2)[CH2:14][O:13][C@H:12]([O:31][CH2:32][CH3:33])[CH2:11]1)=[O:9])([CH3:5])([CH3:6])[CH3:4]. The catalyst is CO.[Ni](Cl)Cl. The reactants are [BH4-].[Na+].[C:3]([O:7][C:8]([N:10]1[C@@H:15]([C@@H:16]([OH:30])[C@@H:17]([N+:27]([O-])=O)[CH2:18][C:19]2[CH:24]=[C:23]([F:25])[CH:22]=[C:21]([F:26])[CH:20]=2)[CH2:14][O:13][C@H:12]([O:31][CH2:32][CH3:33])[CH2:11]1)=[O:9])([CH3:6])([CH3:5])[CH3:4]. (7) The yield is 0.540. The catalyst is C1COCC1.O. The reactants are Br[C:2]1[C:7]2[O:8][CH2:9][O:10][C:6]=2[C:5]([O:11][CH3:12])=[CH:4][CH:3]=1.C([Li])CCC.CCCCCC.[CH3:24][CH2:25][O:26][C:27]([CH:29]1[CH2:35][CH2:34][C:32](=[O:33])[CH2:31][CH2:30]1)=[O:28].[Cl-].[NH4+].Cl. The product is [OH:33][C:32]1([C:2]2[C:7]3[O:8][CH2:9][O:10][C:6]=3[C:5]([O:11][CH3:12])=[CH:4][CH:3]=2)[CH2:31][CH2:30][CH:29]([C:27]([O:26][CH2:25][CH3:24])=[O:28])[CH2:35][CH2:34]1. (8) The reactants are [Br:1][C:2]1[CH:7]=[CH:6][CH:5]=[CH:4][C:3]=1[OH:8].C([O-])([O-])=O.[K+].[K+].[CH2:15](Br)[CH:16]=[CH2:17]. The catalyst is CN(C=O)C. The product is [CH2:17]([O:8][C:3]1[CH:4]=[CH:5][CH:6]=[CH:7][C:2]=1[Br:1])[CH:16]=[CH2:15]. The yield is 0.980.